From a dataset of Full USPTO retrosynthesis dataset with 1.9M reactions from patents (1976-2016). Predict the reactants needed to synthesize the given product. (1) Given the product [F:1][C:2]1[CH:3]=[C:4]([CH:7]=[CH:8][C:9]=1[N:11]1[CH:16]=[CH:15][CH:14]=[CH:13][C:12]1=[O:17])[C:5]#[N:6], predict the reactants needed to synthesize it. The reactants are: [F:1][C:2]1[CH:3]=[C:4]([CH:7]=[CH:8][C:9]=1I)[C:5]#[N:6].[NH:11]1[CH:16]=[CH:15][CH:14]=[CH:13][C:12]1=[O:17].N1C2C(=CC=CC=2O)C=CC=1.C(=O)([O-])[O-].[Cs+].[Cs+]. (2) Given the product [CH:3]1([C:6]2[CH:11]=[C:10]([CH2:12][N:13]3[CH2:16][C:15]4([CH2:20][C:19]([N:21]5[CH2:26][CH2:25][C:24]([CH3:32])([C:27]([OH:29])=[O:28])[CH2:23][CH2:22]5)=[N:18][O:17]4)[CH2:14]3)[CH:9]=[C:8]([O:33][CH2:34][CH2:35][CH3:36])[C:7]=2[C:37]2[CH:42]=[CH:41][CH:40]=[CH:39][C:38]=2[F:43])[CH2:4][CH2:5]1, predict the reactants needed to synthesize it. The reactants are: [OH-].[Na+].[CH:3]1([C:6]2[CH:11]=[C:10]([CH2:12][N:13]3[CH2:16][C:15]4([CH2:20][C:19]([N:21]5[CH2:26][CH2:25][C:24]([CH3:32])([C:27]([O:29]CC)=[O:28])[CH2:23][CH2:22]5)=[N:18][O:17]4)[CH2:14]3)[CH:9]=[C:8]([O:33][CH2:34][CH2:35][CH3:36])[C:7]=2[C:37]2[CH:42]=[CH:41][CH:40]=[CH:39][C:38]=2[F:43])[CH2:5][CH2:4]1. (3) Given the product [Cl:17][C:18]1[CH:24]=[C:23]([F:25])[CH:22]=[CH:21][C:19]=1[NH:20][C:6]([C:5]1[CH:16]=[C:2]([CH3:1])[NH:3][N:4]=1)=[O:15], predict the reactants needed to synthesize it. The reactants are: [CH3:1][C:2]1[CH:16]=[C:5]2[C:6](=[O:15])[N:4]3[N:3]=[C:2]([CH3:1])[CH:16]=[C:5]3[C:6](=[O:15])[N:4]2[N:3]=1.[Cl:17][C:18]1[CH:24]=[C:23]([F:25])[CH:22]=[CH:21][C:19]=1[NH2:20].CCCC(C)C. (4) Given the product [Br:1][C:2]1[CH:3]=[N:4][CH:5]=[C:6]([CH:10]=1)[C:7]([O:9][C:11]([CH3:14])([CH3:13])[CH3:12])=[O:8], predict the reactants needed to synthesize it. The reactants are: [Br:1][C:2]1[CH:3]=[N:4][CH:5]=[C:6]([CH:10]=1)[C:7]([OH:9])=[O:8].[C:11](OC(OC(O[C:11]([CH3:14])([CH3:13])[CH3:12])=O)=O)([CH3:14])([CH3:13])[CH3:12].C(N(CC)CC)C.N1(C2C=CN=CC=2)CCCC1.